From a dataset of Catalyst prediction with 721,799 reactions and 888 catalyst types from USPTO. Predict which catalyst facilitates the given reaction. (1) Reactant: [OH:1][CH2:2][C:3]([C:6]1[CH:15]=[C:14]2[C:9]([CH:10]=[C:11]([C:20]([O:22][CH2:23][CH3:24])=[O:21])[CH:12]([C:16]([F:19])([F:18])[F:17])[O:13]2)=[CH:8][CH:7]=1)([CH3:5])[CH3:4].[Cl:25]Cl. Product: [Cl:25][C:7]1[CH:8]=[C:9]2[C:14](=[CH:15][C:6]=1[C:3]([CH3:5])([CH3:4])[CH2:2][OH:1])[O:13][CH:12]([C:16]([F:18])([F:19])[F:17])[C:11]([C:20]([O:22][CH2:23][CH3:24])=[O:21])=[CH:10]2. The catalyst class is: 795. (2) Reactant: [CH3:1][O:2][C:3]1[CH:4]=[C:5]2[CH2:14][CH:13]([CH2:15][CH:16]3[CH2:21][CH2:20][N:19]([CH2:22][C:23]4[CH:24]=[CH:25][CH:26]=[CH:27][CH:28]=4)[CH2:18][CH2:17]3)[C:11](=[O:12])[C:6]2=[CH:7][C:8]=1[O:9][CH3:10].[C:29]([OH:38])(=[O:37])[CH:30]([CH:32]([C:34]([OH:36])=[O:35])[OH:33])[OH:31]. Product: [CH3:1][O:2][C:3]1[CH:4]=[C:5]2[CH2:14][CH:13]([CH2:15][CH:16]3[CH2:17][CH2:18][N:19]([CH2:22][C:23]4[CH:28]=[CH:27][CH:26]=[CH:25][CH:24]=4)[CH2:20][CH2:21]3)[C:11](=[O:12])[C:6]2=[CH:7][C:8]=1[O:9][CH3:10].[C:34]([CH:32]([CH:30]([C:29]([O-:38])=[O:37])[OH:31])[OH:33])([O-:36])=[O:35]. The catalyst class is: 41. (3) Reactant: [NH2:1][CH2:2][C:3]([C:6]1[CH:11]=[CH:10][C:9]([NH:12][C:13](=[O:24])[C:14]2[CH:19]=[CH:18][C:17]([O:20][CH3:21])=[C:16]([O:22][CH3:23])[CH:15]=2)=[CH:8][CH:7]=1)([CH3:5])[CH3:4].[CH:25](=O)[C:26]1[CH:31]=[CH:30][CH:29]=[CH:28][CH:27]=1.[BH4-].[Na+]. Product: [CH2:25]([NH:1][CH2:2][C:3]([C:6]1[CH:7]=[CH:8][C:9]([NH:12][C:13](=[O:24])[C:14]2[CH:19]=[CH:18][C:17]([O:20][CH3:21])=[C:16]([O:22][CH3:23])[CH:15]=2)=[CH:10][CH:11]=1)([CH3:5])[CH3:4])[C:26]1[CH:31]=[CH:30][CH:29]=[CH:28][CH:27]=1. The catalyst class is: 11. (4) Reactant: [CH3:1][O:2][C:3]1[CH:8]=[CH:7][CH:6]=[C:5]([O:9][CH3:10])[C:4]=1[CH:11]1[NH:16][C:15](=[O:17])[CH2:14][CH2:13][CH2:12]1.[H-].[Na+].[CH2:20]([O:27][C:28]1[CH:33]=[CH:32][C:31]([CH2:34]Cl)=[CH:30][CH:29]=1)[C:21]1[CH:26]=[CH:25][CH:24]=[CH:23][CH:22]=1.C([O-])(O)=O.[Na+]. Product: [CH2:20]([O:27][C:28]1[CH:29]=[CH:30][C:31]([CH2:34][N:16]2[CH:11]([C:4]3[C:5]([O:9][CH3:10])=[CH:6][CH:7]=[CH:8][C:3]=3[O:2][CH3:1])[CH2:12][CH2:13][CH2:14][C:15]2=[O:17])=[CH:32][CH:33]=1)[C:21]1[CH:22]=[CH:23][CH:24]=[CH:25][CH:26]=1. The catalyst class is: 3. (5) Reactant: [CH3:1][C:2]1[C:30]([C:31]([F:34])([F:33])[F:32])=[CH:29][CH:28]=[CH:27][C:3]=1[CH2:4][N:5]1[C:10](=[O:11])[C:9]([C:12]#[N:13])=[CH:8][N:7]([C:14]2[CH:19]=[CH:18][C:17]([N:20]3[CH2:24][CH2:23][O:22][C:21]3=[O:25])=[CH:16][CH:15]=2)[C:6]1=[O:26].C([Sn](=O)CCCC)CCC.C[Si]([N:49]=[N+:50]=[N-:51])(C)C.C(O)C. Product: [CH3:1][C:2]1[C:30]([C:31]([F:34])([F:32])[F:33])=[CH:29][CH:28]=[CH:27][C:3]=1[CH2:4][N:5]1[C:10](=[O:11])[C:9]([C:12]2[NH:51][N:50]=[N:49][N:13]=2)=[CH:8][N:7]([C:14]2[CH:19]=[CH:18][C:17]([N:20]3[CH2:24][CH2:23][O:22][C:21]3=[O:25])=[CH:16][CH:15]=2)[C:6]1=[O:26]. The catalyst class is: 11.